From a dataset of Full USPTO retrosynthesis dataset with 1.9M reactions from patents (1976-2016). Predict the reactants needed to synthesize the given product. (1) Given the product [ClH:66].[NH2:55][CH2:54][C@H:51]1[CH2:52][CH2:53][C@H:48]([C:46]([NH:45][C@H:30]([C:31](=[O:44])[NH:32][C:33]2[CH:38]=[CH:37][C:36]([C:39]3[N:40]=[N:41][NH:42][N:43]=3)=[CH:35][CH:34]=2)[CH2:29][C:26]2[CH:27]=[CH:28][C:23]([C:21]3[C:20]([CH3:63])=[CH:19][CH:18]=[C:17]([C:15]([NH:14][CH2:13][CH2:12][CH2:11][N:10]([CH2:64][CH3:65])[CH2:8][CH3:9])=[O:16])[CH:22]=3)=[CH:24][CH:25]=2)=[O:47])[CH2:49][CH2:50]1, predict the reactants needed to synthesize it. The reactants are: FC(F)(F)C(O)=O.[CH2:8]([N:10]([CH2:64][CH3:65])[CH2:11][CH2:12][CH2:13][NH:14][C:15]([C:17]1[CH:18]=[CH:19][C:20]([CH3:63])=[C:21]([C:23]2[CH:28]=[CH:27][C:26]([CH2:29][C@H:30]([NH:45][C:46]([C@H:48]3[CH2:53][CH2:52][C@H:51]([CH2:54][NH:55]C(=O)OC(C)(C)C)[CH2:50][CH2:49]3)=[O:47])[C:31](=[O:44])[NH:32][C:33]3[CH:38]=[CH:37][C:36]([C:39]4[N:40]=[N:41][NH:42][N:43]=4)=[CH:35][CH:34]=3)=[CH:25][CH:24]=2)[CH:22]=1)=[O:16])[CH3:9].[ClH:66]. (2) Given the product [NH2:1][CH2:2][CH:3]([C:24]1[CH:25]=[C:26]([C:41]([OH:43])=[O:42])[C:27]([C:30]2[CH:35]=[CH:34][CH:33]=[CH:32][C:31]=2[CH2:36][CH2:37][CH2:38][O:39][CH3:40])=[CH:28][CH:29]=1)[CH2:4][C:5]1[CH:6]=[CH:7][C:8]([O:11][CH2:12][CH2:13][O:14][C:15]2[C:20]([Cl:21])=[CH:19][C:18]([CH3:22])=[CH:17][C:16]=2[Cl:23])=[CH:9][CH:10]=1, predict the reactants needed to synthesize it. The reactants are: [NH2:1][CH2:2][CH:3]([C:24]1[CH:25]=[C:26]([C:41]([O:43]C)=[O:42])[C:27]([C:30]2[CH:35]=[CH:34][CH:33]=[CH:32][C:31]=2[CH2:36][CH2:37][CH2:38][O:39][CH3:40])=[CH:28][CH:29]=1)[CH2:4][C:5]1[CH:10]=[CH:9][C:8]([O:11][CH2:12][CH2:13][O:14][C:15]2[C:20]([Cl:21])=[CH:19][C:18]([CH3:22])=[CH:17][C:16]=2[Cl:23])=[CH:7][CH:6]=1.[OH-].[Na+]. (3) Given the product [F:14][C:11]1[CH:12]=[C:13]2[C:8](=[CH:9][CH:10]=1)[N:7]([CH3:15])[CH:6]=[C:5]2[C:3](=[O:4])[CH:2]([NH:27][C:26]1[CH:28]=[CH:29][CH:30]=[C:24]([O:23][CH3:22])[CH:25]=1)[C:16]1[CH:21]=[CH:20][CH:19]=[CH:18][CH:17]=1, predict the reactants needed to synthesize it. The reactants are: Cl[CH:2]([C:16]1[CH:21]=[CH:20][CH:19]=[CH:18][CH:17]=1)[C:3]([C:5]1[C:13]2[C:8](=[CH:9][CH:10]=[C:11]([F:14])[CH:12]=2)[N:7]([CH3:15])[CH:6]=1)=[O:4].[CH3:22][O:23][C:24]1[CH:25]=[C:26]([CH:28]=[CH:29][CH:30]=1)[NH2:27]. (4) Given the product [CH:1]1([CH2:7][CH2:8][CH2:9][C@@H:10]([C:19]2[O:23][N:22]=[C:21]([CH2:24][C:25]3[NH:29][CH:28]=[CH:27][N:26]=3)[N:20]=2)[CH2:11][C:12]([OH:14])=[O:13])[CH2:6][CH2:5][CH2:4][CH2:3][CH2:2]1, predict the reactants needed to synthesize it. The reactants are: [CH:1]1([CH2:7][CH2:8][CH2:9][C@@H:10]([C:19]2[O:23][N:22]=[C:21]([CH2:24][C:25]3[NH:26][CH:27]=[CH:28][N:29]=3)[N:20]=2)[CH2:11][C:12]([O:14]C(C)(C)C)=[O:13])[CH2:6][CH2:5][CH2:4][CH2:3][CH2:2]1.